From a dataset of Forward reaction prediction with 1.9M reactions from USPTO patents (1976-2016). Predict the product of the given reaction. (1) Given the reactants C([O:8]C(=O)CC(N1C=CC(C2C=CC=CC=2)=C1)C(NC1CC2=CN(C3C2=CC=CC=3)CCOCCNC1=O)=O)C1C=CC=CC=1.FC(F)(F)C(O)=O.[CH2:53]([O:56][C:57](=[O:73])[CH2:58][C@@H:59]([NH2:72])[C:60]([NH:62][C@H:63]([C:68](=[O:71])[NH:69][CH3:70])[C:64]([CH3:67])([CH3:66])[CH3:65])=[O:61])[CH:54]=[CH2:55].[C:74]([C:76]1[CH:81]=[CH:80][C:79]([C:82]#[C:83][CH:84]2[CH2:88][CH:87](OC)O[CH:85]2OC)=[CH:78][CH:77]=1)#[N:75].FC(F)(F)C(O)=O, predict the reaction product. The product is: [CH2:53]([O:56][C:57](=[O:73])[CH2:58][C@@H:59]([N:72]1[CH:87]=[CH:88][C:84]([C:83](=[O:8])[CH2:82][C:79]2[CH:80]=[CH:81][C:76]([C:74]#[N:75])=[CH:77][CH:78]=2)=[CH:85]1)[C:60]([NH:62][C@H:63]([C:68](=[O:71])[NH:69][CH3:70])[C:64]([CH3:65])([CH3:66])[CH3:67])=[O:61])[CH:54]=[CH2:55]. (2) Given the reactants [Br:1][C:2]1[CH:7]=[C:6]([C:8]([CH3:11])([CH3:10])[CH3:9])[CH:5]=[CH:4][C:3]=1[OH:12].C(N(CC)CC)C.[CH3:20][O:21][CH2:22][CH2:23][O:24][CH2:25]Cl.O, predict the reaction product. The product is: [Br:1][C:2]1[CH:7]=[C:6]([C:8]([CH3:9])([CH3:11])[CH3:10])[CH:5]=[CH:4][C:3]=1[O:12][CH2:20][O:21][CH2:22][CH2:23][O:24][CH3:25]. (3) The product is: [ClH:49].[ClH:49].[CH:30]1([C@H:14]([NH:13][C:11](=[O:12])[C@H:9]([CH3:10])[NH:8][CH3:6])[C:15]([N:17]2[C@H:22]([C:23]([NH:48][C@@H:46]([C:40]3[CH:45]=[CH:44][CH:43]=[CH:42][CH:41]=3)[CH3:47])=[O:24])[CH2:21][N:20]3[CH2:27][CH2:28][CH2:29][C@@H:19]3[CH2:18]2)=[O:16])[CH2:31][CH2:32][CH2:33][CH2:34][CH2:35]1. Given the reactants C(O[C:6]([N:8](C)[C@H:9]([C:11]([NH:13][C@@H:14]([CH:30]1[CH2:35][CH2:34][CH2:33][CH2:32][CH2:31]1)[C:15]([N:17]1[C@H:22]([C:23](OC)=[O:24])[CH2:21][N:20]2[CH2:27][CH2:28][CH2:29][C@@H:19]2[CH2:18]1)=[O:16])=[O:12])[CH3:10])=O)(C)(C)C.O.[OH-].[Li+].[C:40]1([C@H:46]([NH2:48])[CH3:47])[CH:45]=[CH:44][CH:43]=[CH:42][CH:41]=1.[Cl-:49].COC1N=C(OC)N=C([N+]2(C)CCOCC2)N=1.C(OCC)(=O)C.Cl.C(=O)([O-])O.[Na+], predict the reaction product.